This data is from Full USPTO retrosynthesis dataset with 1.9M reactions from patents (1976-2016). The task is: Predict the reactants needed to synthesize the given product. (1) The reactants are: [NH2:1][C:2]1[CH:3]=[C:4]([O:9][C:10]2[CH:15]=[CH:14][C:13]([CH:16]([OH:18])[CH3:17])=[CH:12][CH:11]=2)[CH:5]=[CH:6][C:7]=1[NH2:8].[CH:19](O)=O. Given the product [NH:8]1[C:7]2[CH:6]=[CH:5][C:4]([O:9][C:10]3[CH:15]=[CH:14][C:13]([CH:16]([OH:18])[CH3:17])=[CH:12][CH:11]=3)=[CH:3][C:2]=2[N:1]=[CH:19]1, predict the reactants needed to synthesize it. (2) Given the product [Cl:7][C:8]1[CH:13]=[CH:12][C:11]([CH2:14][S:15][C:17]2[CH:22]=[N:21][NH:20][C:19](=[O:23])[CH:18]=2)=[CH:10][CH:9]=1, predict the reactants needed to synthesize it. The reactants are: C([O-])([O-])=O.[K+].[K+].[Cl:7][C:8]1[CH:13]=[CH:12][C:11]([CH2:14][SH:15])=[CH:10][CH:9]=1.I[C:17]1[CH:22]=[N:21][NH:20][C:19](=[O:23])[CH:18]=1.